From a dataset of Human Reference Interactome with 51,813 positive PPI pairs across 8,248 proteins, plus equal number of experimentally-validated negative pairs. Binary Classification. Given two protein amino acid sequences, predict whether they physically interact or not. (1) Protein 1 (ENSG00000076554) has sequence MDCREMDLYEDYQSPFDFDAGVNKSYLYLSPSGNSSPPGSPTLQKFGLLRTDPVPEEGEDVAATISATETLSEEEQEELRRELAKVEEEIQTLSQVLAAKEKHLAEIKRKLGINSLQELKQNIAKGWQDVTATSAYKKTSETLSQAGQKASAAFSSVGSVITKKLEDVKNSPTFKSFEEKVENLKSKVGGTKPAGGDFGEVLNSAANASATTTEPLPEKTQESL*MDRGEQGLLRTDPVPEEGEDVAATISATETLSEEEQEELRRELAKVEEEIQTLSQVLAAKEKHLAEIKRKLGINS.... Protein 2 (ENSG00000097033) has sequence MNIMDFNVKKLAADAGTFLSRAVQFTEEKLGQAEKTELDAHLENLLSKAECTKIWTEKIMKQTEVLLQPNPNARIEEFVYEKLDRKAPSRINNPELLGQYMIDAGTEFGPGTAYGNALIKCGETQKRIGTADRELIQTSALNFLTPLRNFIEGDYKTIAKERKLLQNKRLDLDAAKTRLKKAKAAETRNSSEQELRITQSEFDRQAEITRLLLEGISSTHAHHLRCLNDFVEAQMTYYAQCYQYMLDLQKQLGSFPSNYLSNNNQTSVTPVPSVLPNAIGSSAMASTSGLVITSPSNLSD.... Result: 1 (the proteins interact). (2) Protein 1 (ENSG00000018610) has sequence MRPRDRSRVIDAAKHAHKFCNTEDEETMYLRRPEGIERQYRKKCAKCGLPLFYQSQPKNAPVTFIVDGAVVKFGQGFGKTNIYTQKQEPPKKVMMTKRTKDMGKFSSVTVSTIDEEEEEIEAREVADSYAQNAKVIEKQLERKGMSKRRLQELAELEAKKAKMKGTLIDNQFK*MPKVVSRSVVCSDTRDREEYDDGEKPLHVYYCLCGQMVLVLDCQLEKLPMRPRDRSRVIDAAKHAHKFCNTEDEETMYLRRCGLPLFYQSQPKNAPVTFIVDGAVVKFGQGFGKTNIYTQKQEPPK.... Protein 2 (ENSG00000072133) has sequence MLPFAPQDEPWDREMEVFSGGGASSGEVNGLKMVDEPMEEGEADSCHDEGVVKEIPITHHVKEGYEKADPAQFELLKVLGQGSFGKVFLVRKKTGPDAGQLYAMKVLKKASLKVRDRVRTKMERDILVEVNHPFIVKLHYAFQTEGKLYLILDFLRGGDVFTRLSKEVLFTEEDVKFYLAELALALDHLHQLGIVYRDLKPENILLDEIGHIKLTDFGLSKESVDQEKKAYSFCGTVEYMAPEVVNRRGHSQSADWWSYGVLMFEMLTGTLPFQGKDRNETMNMILKAKLGMPQFLSAEA.... Result: 0 (the proteins do not interact). (3) Protein 1 (ENSG00000181704) has sequence MAEAEESPGDPGTASPRPLMRDLKAVGKKFMHVLYPRKSNTLLRDWDLWGPLILCVTLALMLQRDSADSEKDGGPQFAEVFVIVWFGAVTITLNSKLLGGNISFFQSLCVLGYCILPLTVAMLICRLVLLADPGPVNFMVRLFVVIVMFAWSIVASTAFLADSQPPNRRALAVYPVFLFYFVISWMILTFTPQ*MAEAEESPGDPGTASPRPLFAGLSDISISQDIPVEGEITIPMRSRIREFDSSTLNESVRNTIMRDLKAVGKKFMHVLYPRKSNTLLRDWDLWGPLILCVTLALMLQ.... Protein 2 (ENSG00000145975) has sequence MGRRNENCANSLRVSNISQENLSHWNLDSEVPVSENKNLPAGRDGAAGGKINKNYLEIPVEQLMLEPNLSVHSQKSTQNSKQGIFQLWNCPLNEGSTIEKREFKKSSVETGFNVINHPIRVFTLNHPLTIASVDKQVGPYPGLPMPLGLCWPYADGDFFKNRNEIHVSSCSTIENNDGETLPAPNWNLKHGNSSVEENFTDESDLSENEKTNDTLLSYFKKVDLNLKPETIKNVEEPFTEEPNEVFPYPDFLPPPFSALDLHNLALSKSDNWKVTVDPAETSVEHLITRLLELERLQHMT.... Result: 0 (the proteins do not interact).